Dataset: Full USPTO retrosynthesis dataset with 1.9M reactions from patents (1976-2016). Task: Predict the reactants needed to synthesize the given product. (1) Given the product [F:37][CH:36]([F:38])[N:25]1[C:26]2[CH:31]=[CH:30][CH:29]=[CH:28][C:27]=2[N:23]([C:19]2[N:18]=[C:17]([C:11]3[CH:12]=[CH:13][C:14]([O:15][CH3:16])=[C:9]([O:8][CH3:7])[CH:10]=3)[CH:22]=[CH:21][N:20]=2)[C:24]1=[O:32], predict the reactants needed to synthesize it. The reactants are: C(=O)([O-])[O-].[Cs+].[Cs+].[CH3:7][O:8][C:9]1[CH:10]=[C:11]([C:17]2[CH:22]=[CH:21][N:20]=[C:19]([N:23]3[C:27]4[CH:28]=[CH:29][CH:30]=[CH:31][C:26]=4[NH:25][C:24]3=[O:32])[N:18]=2)[CH:12]=[CH:13][C:14]=1[O:15][CH3:16].COC(=O)[C:36](Cl)([F:38])[F:37]. (2) The reactants are: O[C@@H](C1C=[C:9]([C:11]2[CH:16]=[CH:15][C:14]([O:17][C:18]3[CH:23]=[CH:22][C:21]([F:24])=[CH:20][CH:19]=3)=[CH:13][CH:12]=2)[N:8]=[C:7]([C:25](N)=[O:26])N=1)CO.FC1C=CC(OC2C=CC(C3[N:45]=[C:44]([C:46]([O:48]C)=[O:47])[CH:43]=C(C=C)N=3)=CC=2)=CC=1.[CH:54]([OH:57])(C)C. Given the product [OH:26][C@@H:25]([C:7]1[N:8]=[C:9]([C:11]2[CH:12]=[CH:13][C:14]([O:17][C:18]3[CH:19]=[CH:20][C:21]([F:24])=[CH:22][CH:23]=3)=[CH:15][CH:16]=2)[N:45]=[C:44]([C:46]([OH:48])=[O:47])[CH:43]=1)[CH2:54][OH:57], predict the reactants needed to synthesize it. (3) Given the product [Cl:3][C:4]1[CH:9]=[CH:8][C:7]([S:10]([N:13]([CH2:21][C:22]2[CH:23]=[CH:24][C:25]([C:26]([NH:28][C@H:29]([CH3:32])[CH2:30][O:31][CH3:36])=[O:27])=[CH:33][CH:34]=2)[CH:14]2[CH2:19][CH2:18][CH2:17][CH2:16][CH:15]2[CH3:20])(=[O:11])=[O:12])=[CH:6][CH:5]=1, predict the reactants needed to synthesize it. The reactants are: [H-].[Na+].[Cl:3][C:4]1[CH:9]=[CH:8][C:7]([S:10]([N:13]([CH2:21][C:22]2[CH:34]=[CH:33][C:25]([C:26]([NH:28][C@H:29]([CH3:32])[CH2:30][OH:31])=[O:27])=[CH:24][CH:23]=2)[CH:14]2[CH2:19][CH2:18][CH2:17][CH2:16][CH:15]2[CH3:20])(=[O:12])=[O:11])=[CH:6][CH:5]=1.I[CH3:36]. (4) The reactants are: Br[C:2]1[CH:3]=[C:4]([C:22]([OH:31])([C:27]([F:30])([F:29])[F:28])[C:23]([F:26])([F:25])[F:24])[CH:5]=[CH:6][C:7]=1[N:8]1[CH2:13][CH2:12][N:11]([S:14]([C:17]2[S:18][CH:19]=[CH:20][CH:21]=2)(=[O:16])=[O:15])[CH2:10][CH2:9]1.[CH2:32]([O:35][CH3:36])[C:33]#[CH:34]. Given the product [F:24][C:23]([F:26])([F:25])[C:22]([C:4]1[CH:5]=[CH:6][C:7]([N:8]2[CH2:13][CH2:12][N:11]([S:14]([C:17]3[S:18][CH:19]=[CH:20][CH:21]=3)(=[O:16])=[O:15])[CH2:10][CH2:9]2)=[C:2]([C:34]#[C:33][CH2:32][O:35][CH3:36])[CH:3]=1)([OH:31])[C:27]([F:30])([F:29])[F:28], predict the reactants needed to synthesize it. (5) The reactants are: C([NH:4][CH:5]([CH3:7])[CH3:6])(C)C.[Li]CC[CH2:11][CH3:12].CO[N:15]([CH3:19])[C:16](=O)C.[CH2:20]1[CH2:24][O:23]CC1. Given the product [CH:7]1([C:5](=[N:4][N:15]([CH3:19])[CH3:16])[CH2:6][C:24](=[O:23])[CH3:20])[CH2:12][CH2:11]1, predict the reactants needed to synthesize it.